Dataset: Forward reaction prediction with 1.9M reactions from USPTO patents (1976-2016). Task: Predict the product of the given reaction. (1) Given the reactants [Br:1][C:2]1[CH:7]=[CH:6][CH:5]=[CH:4][C:3]=1[C@H:8]([OH:10])[CH3:9].S(C1C=CC([N+]([O-])=O)=CC=1)(O[CH2:15][C@@H:16]1[O:18][CH2:17]1)(=O)=O.[H-].[Na+].C(O)(=O)CC(CC(O)=O)(C(O)=O)O, predict the reaction product. The product is: [Br:1][C:2]1[CH:7]=[CH:6][CH:5]=[CH:4][C:3]=1[C@H:8]([O:10][CH2:15][C@H:16]1[CH2:17][O:18]1)[CH3:9]. (2) Given the reactants [CH3:1][Si:2]([CH3:48])([CH3:47])[CH2:3][CH2:4][O:5][CH2:6][N:7]([CH2:39][O:40][CH2:41][CH2:42][Si:43]([CH3:46])([CH3:45])[CH3:44])[C:8]1[N:13]2[N:14]=[CH:15][C:16]([C:17]3[CH:18]=[N:19][C:20]4C([CH:26]=3)=CC=CC=4)=[C:12]2[N:11]=[C:10]([CH:27]2[CH2:32][CH2:31][CH:30]([CH2:33][C:34]([O:36][CH2:37][CH3:38])=[O:35])[CH2:29][CH2:28]2)[CH:9]=1.C[N:50]1C=C(B2OC(C)(C)C(C)(C)O2)C=N1.N1C2C(=CC=CC=2)C=C(B(O)O)C=1, predict the reaction product. The product is: [CH3:47][Si:2]([CH3:48])([CH3:1])[CH2:3][CH2:4][O:5][CH2:6][N:7]([CH2:39][O:40][CH2:41][CH2:42][Si:43]([CH3:46])([CH3:45])[CH3:44])[C:8]1[N:13]2[N:14]=[CH:15][C:16]([C:17]3[CH:26]=[N:50][N:19]([CH3:20])[CH:18]=3)=[C:12]2[N:11]=[C:10]([CH:27]2[CH2:28][CH2:29][CH:30]([CH2:33][C:34]([O:36][CH2:37][CH3:38])=[O:35])[CH2:31][CH2:32]2)[CH:9]=1. (3) Given the reactants CO[C:3](=[O:18])[C:4]1[CH:9]=[CH:8][C:7]([O:10][CH2:11][C:12]2[CH:17]=[CH:16][CH:15]=[CH:14][N:13]=2)=[CH:6][CH:5]=1.[NH:19]1[CH2:23][CH2:22][CH2:21][C@@H:20]1[CH2:24][N:25]1[CH2:29][CH2:28][CH2:27][CH2:26]1, predict the reaction product. The product is: [N:13]1[CH:14]=[CH:15][CH:16]=[CH:17][C:12]=1[CH2:11][O:10][C:7]1[CH:6]=[CH:5][C:4]([C:3]([N:19]2[CH2:23][CH2:22][CH2:21][C@@H:20]2[CH2:24][N:25]2[CH2:29][CH2:28][CH2:27][CH2:26]2)=[O:18])=[CH:9][CH:8]=1. (4) Given the reactants [C:1]1(=O)[CH2:5][CH2:4][CH2:3][CH2:2]1.[CH3:7][O:8][CH2:9][CH2:10][NH2:11].C(O[BH-](OC(=O)C)OC(=O)C)(=O)C.[Na+].CC(O)=O, predict the reaction product. The product is: [CH3:7][O:8][CH2:9][CH2:10][NH:11][CH:1]1[CH2:5][CH2:4][CH2:3][CH2:2]1. (5) Given the reactants C[O:2][C:3](=[O:33])[CH2:4][C:5]1[CH:10]=[CH:9][CH:8]=[C:7]([CH2:11][N:12]2[CH2:17][CH:16]([CH3:18])[N:15]([C:19]3[S:20][C:21]4[CH:27]=[C:26]([C:28]([F:31])([F:30])[F:29])[CH:25]=[CH:24][C:22]=4[N:23]=3)[CH:14]([CH3:32])[CH2:13]2)[CH:6]=1.[OH-].[Na+].Cl, predict the reaction product. The product is: [CH3:18][CH:16]1[N:15]([C:19]2[S:20][C:21]3[CH:27]=[C:26]([C:28]([F:31])([F:30])[F:29])[CH:25]=[CH:24][C:22]=3[N:23]=2)[CH:14]([CH3:32])[CH2:13][N:12]([CH2:11][C:7]2[CH:6]=[C:5]([CH2:4][C:3]([OH:33])=[O:2])[CH:10]=[CH:9][CH:8]=2)[CH2:17]1. (6) Given the reactants Cl[C:2]1[CH:7]=[CH:6][N:5]=[C:4]([NH:8][C:9]2[CH:14]=[CH:13][CH:12]=[C:11]([Cl:15])[CH:10]=2)[N:3]=1.CCN(C(C)C)C(C)C.[NH2:25][CH2:26][CH2:27][CH2:28][N:29]1[CH2:34][CH2:33][N:32]([C:35](=[O:37])[CH3:36])[CH2:31][CH2:30]1, predict the reaction product. The product is: [Cl:15][C:11]1[CH:10]=[C:9]([NH:8][C:4]2[N:3]=[C:2]([NH:25][CH2:26][CH2:27][CH2:28][N:29]3[CH2:30][CH2:31][N:32]([C:35](=[O:37])[CH3:36])[CH2:33][CH2:34]3)[CH:7]=[CH:6][N:5]=2)[CH:14]=[CH:13][CH:12]=1.